From a dataset of Full USPTO retrosynthesis dataset with 1.9M reactions from patents (1976-2016). Predict the reactants needed to synthesize the given product. Given the product [CH2:1]1[C@@H:13]2[C@H:4]([CH2:5][NH:6][C:7]3[CH:8]=[CH:9][CH:10]=[CH:11][C:12]=32)[CH2:3][CH2:2]1, predict the reactants needed to synthesize it. The reactants are: [CH2:1]1[C@@H:13]2[C@@H:4]([C:5](=O)[NH:6][C:7]3[CH:8]=[CH:9][CH:10]=[CH:11][C:12]=32)[CH2:3][CH2:2]1.[H-].[Al+3].[Li+].[H-].[H-].[H-].